Dataset: Retrosynthesis with 50K atom-mapped reactions and 10 reaction types from USPTO. Task: Predict the reactants needed to synthesize the given product. (1) Given the product CCOC(=O)c1cncc(-c2ccc(NC(=O)c3[nH]c(C)c(Cl)c3Cl)cc2)c1, predict the reactants needed to synthesize it. The reactants are: CCOC(=O)c1cncc(-c2ccc([NH3+])cc2)c1.Cc1[nH]c(C(=O)Cl)c(Cl)c1Cl. (2) The reactants are: CC(=O)N(c1ccc(Cl)cc1)[C@@H]1C[C@H](C)N(C(=O)c2ccc(O)cc2)c2ccccc21.O=C1CCCN1CCCO. Given the product CC(=O)N(c1ccc(Cl)cc1)[C@@H]1C[C@H](C)N(C(=O)c2ccc(OCCCN3CCCC3=O)cc2)c2ccccc21, predict the reactants needed to synthesize it. (3) Given the product NC(=O)[C@@H](N)CCCCNC(=O)CCC(=O)c1ccccc1, predict the reactants needed to synthesize it. The reactants are: CC(C)(C)OC(=O)N[C@@H](CCCCNC(=O)CCC(=O)c1ccccc1)C(N)=O.